From a dataset of Forward reaction prediction with 1.9M reactions from USPTO patents (1976-2016). Predict the product of the given reaction. (1) Given the reactants O1CCCC1.[F:6][C:7]1[N:12]=[C:11]([O:13][CH2:14][C:15]2[CH:20]=[CH:19][C:18]([CH2:21][C:22](Cl)=[N:23][OH:24])=[CH:17][CH:16]=2)[CH:10]=[CH:9][CH:8]=1.[C:26]([C:28]1[C:29]([NH2:34])=[N:30][CH:31]=[CH:32][CH:33]=1)#[CH:27].C(N(CC)CC)C, predict the reaction product. The product is: [F:6][C:7]1[N:12]=[C:11]([O:13][CH2:14][C:15]2[CH:20]=[CH:19][C:18]([CH2:21][C:22]3[CH:27]=[C:26]([C:28]4[C:29]([NH2:34])=[N:30][CH:31]=[CH:32][CH:33]=4)[O:24][N:23]=3)=[CH:17][CH:16]=2)[CH:10]=[CH:9][CH:8]=1. (2) Given the reactants Br[C:2]1[C:7]([CH:8]([CH3:10])[CH3:9])=[CH:6][C:5]([CH:11]([CH3:13])[CH3:12])=[CH:4][C:3]=1[CH:14]([CH3:16])[CH3:15].[F:17][C:18]([F:29])([F:28])[C:19]1[CH:24]=[CH:23][C:22](B(O)O)=[CH:21][CH:20]=1.[O-]P([O-])([O-])=O.[K+].[K+].[K+], predict the reaction product. The product is: [CH:14]([C:3]1[CH:4]=[C:5]([CH:11]([CH3:13])[CH3:12])[CH:6]=[C:7]([CH:8]([CH3:10])[CH3:9])[C:2]=1[C:22]1[CH:23]=[CH:24][C:19]([C:18]([F:29])([F:28])[F:17])=[CH:20][CH:21]=1)([CH3:16])[CH3:15]. (3) Given the reactants [CH3:1][N:2]1[C:6]([NH2:7])=[N:5][C:4]([C:8]2[CH:13]=[CH:12][CH:11]=[CH:10][CH:9]=2)=[N:3]1.[CH3:14][O:15][C:16]1[CH:17]=[C:18]([S:24](Cl)(=[O:26])=[O:25])[CH:19]=[CH:20][C:21]=1[O:22][CH3:23], predict the reaction product. The product is: [CH3:14][O:15][C:16]1[CH:17]=[C:18]([S:24]([NH:7][C:6]2[N:2]([CH3:1])[N:3]=[C:4]([C:8]3[CH:9]=[CH:10][CH:11]=[CH:12][CH:13]=3)[N:5]=2)(=[O:25])=[O:26])[CH:19]=[CH:20][C:21]=1[O:22][CH3:23]. (4) Given the reactants [N:1]1([CH2:10][C:11]([OH:13])=O)[CH:9]=[C:7]([CH3:8])[C:5](=[O:6])[NH:4][C:2]1=[O:3].Cl.[N+:15]([C:18]1[CH:23]=[CH:22][CH:21]=[CH:20][C:19]=1[S:24]([N:27]1[CH2:32][CH2:31][NH:30][CH:29]([CH3:33])[C:28]1=[O:34])(=[O:26])=[O:25])([O-:17])=[O:16].C1CN([P+](ON2N=NC3C=CC=CC2=3)(N2CCCC2)N2CCCC2)CC1.F[P-](F)(F)(F)(F)F.C(N(CC)C(C)C)(C)C, predict the reaction product. The product is: [CH3:33][CH:29]1[N:30]([C:11](=[O:13])[CH2:10][N:1]2[CH:9]=[C:7]([CH3:8])[C:5](=[O:6])[NH:4][C:2]2=[O:3])[CH2:31][CH2:32][N:27]([S:24]([C:19]2[CH:20]=[CH:21][CH:22]=[CH:23][C:18]=2[N+:15]([O-:17])=[O:16])(=[O:25])=[O:26])[C:28]1=[O:34]. (5) Given the reactants [CH3:1][C:2]1[C:7]([O:8][CH2:9][CH:10]([NH2:12])[CH3:11])=[C:6]([CH3:13])[CH:5]=[CH:4][CH:3]=1.Cl.C(O[BH-](OC(=O)C)OC(=O)C)(=O)C.[Na+].C(N(CC)C(C)C)(C)C.C(=O)([O-])[O-].[Cs+].[Cs+].CS(Cl)(=O)=O, predict the reaction product. The product is: [CH3:13][C:6]1[C:7]([O:8][CH2:9][CH:10]([NH2:12])[CH3:11])=[C:2]([CH3:1])[CH:3]=[CH:4][CH:5]=1. (6) The product is: [C:1]([O:5][C:6]([N:8]1[C:12]([CH2:26][CH2:27][C:28]2[CH:29]=[CH:30][C:31]([O:34][CH2:35][C:36]3[CH:41]=[CH:40][CH:39]=[CH:38][CH:37]=3)=[CH:32][CH:33]=2)([CH2:13][OH:14])[CH2:11][O:10][C:9]1([CH3:43])[CH3:42])=[O:7])([CH3:4])([CH3:2])[CH3:3]. Given the reactants [C:1]([O:5][C:6]([N:8]1[C:12]([CH2:26][CH2:27][C:28]2[CH:33]=[CH:32][C:31]([O:34][CH2:35][C:36]3[CH:41]=[CH:40][CH:39]=[CH:38][CH:37]=3)=[CH:30][CH:29]=2)([CH2:13][O:14]C(=O)C2C=CC=CC=2[N+]([O-])=O)[CH2:11][O:10][C:9]1([CH3:43])[CH3:42])=[O:7])([CH3:4])([CH3:3])[CH3:2].C([O-])([O-])=O.[K+].[K+], predict the reaction product. (7) Given the reactants [Cl:1][C:2]1[CH:19]=[CH:18][C:5]([CH2:6][O:7][C:8]2[CH:17]=[C:16]3[C:11]([CH2:12][CH2:13][NH:14][CH2:15]3)=[CH:10][CH:9]=2)=[CH:4][CH:3]=1.[CH:20]([O:23][C:24]1[CH:32]=[CH:31][C:30]([S:33]([CH3:36])(=[O:35])=[O:34])=[CH:29][C:25]=1[C:26](O)=[O:27])([CH3:22])[CH3:21], predict the reaction product. The product is: [Cl:1][C:2]1[CH:3]=[CH:4][C:5]([CH2:6][O:7][C:8]2[CH:17]=[C:16]3[C:11]([CH2:12][CH2:13][N:14]([C:26]([C:25]4[CH:29]=[C:30]([S:33]([CH3:36])(=[O:35])=[O:34])[CH:31]=[CH:32][C:24]=4[O:23][CH:20]([CH3:22])[CH3:21])=[O:27])[CH2:15]3)=[CH:10][CH:9]=2)=[CH:18][CH:19]=1. (8) Given the reactants [CH3:1][O:2][C:3]([C:5]1[C:6]([F:15])=[C:7]2[C:11](=[CH:12][CH:13]=1)[NH:10][N:9]=[C:8]2[Br:14])=[O:4].[H-].[Na+].[C:18]1([C:24](Cl)([C:31]2[CH:36]=[CH:35][CH:34]=[CH:33][CH:32]=2)[C:25]2[CH:30]=[CH:29][CH:28]=[CH:27][CH:26]=2)[CH:23]=[CH:22][CH:21]=[CH:20][CH:19]=1.C(=O)([O-])O.[Na+], predict the reaction product. The product is: [CH3:1][O:2][C:3]([C:5]1[C:6]([F:15])=[C:7]2[C:11](=[CH:12][CH:13]=1)[N:10]([C:24]([C:18]1[CH:23]=[CH:22][CH:21]=[CH:20][CH:19]=1)([C:31]1[CH:32]=[CH:33][CH:34]=[CH:35][CH:36]=1)[C:25]1[CH:26]=[CH:27][CH:28]=[CH:29][CH:30]=1)[N:9]=[C:8]2[Br:14])=[O:4].